Dataset: Reaction yield outcomes from USPTO patents with 853,638 reactions. Task: Predict the reaction yield, written as a fraction of the theoretical maximum amount of product (1.0 means a 100% yield; for example, 0.34 means a 34% yield). (1) The reactants are [CH3:1][CH:2]1[CH:7]([C:8]2[N:9]=[C:10]([NH:13][C:14]3[C:19]([O:20][C:21]4[CH:26]=[CH:25][CH:24]=[CH:23][CH:22]=4)=[CH:18][C:17]([S:27][C:28]4[CH:33]=[CH:32][CH:31]=[CH:30][N:29]=4)=[CH:16][N:15]=3)[S:11][CH:12]=2)[CH2:6][CH2:5][N:4](C(OC(C)(C)C)=O)[CH2:3]1.C(Cl)Cl.CO.Cl. The catalyst is O1CCOCC1. The product is [CH3:1][CH:2]1[CH:7]([C:8]2[N:9]=[C:10]([NH:13][C:14]3[C:19]([O:20][C:21]4[CH:26]=[CH:25][CH:24]=[CH:23][CH:22]=4)=[CH:18][C:17]([S:27][C:28]4[CH:33]=[CH:32][CH:31]=[CH:30][N:29]=4)=[CH:16][N:15]=3)[S:11][CH:12]=2)[CH2:6][CH2:5][NH:4][CH2:3]1. The yield is 0.820. (2) The reactants are Br[C:2]1[S:6][CH:5]=[N:4][C:3]=1[CH3:7].[CH2:8]([CH:10]([C:13]1[N:18]2[N:19]=[C:20]([CH3:23])[C:21](I)=[C:17]2[N:16]=[C:15]([CH3:24])[CH:14]=1)[CH2:11][CH3:12])[CH3:9]. The catalyst is O1CCCC1.[Zn].Cl[Pd]Cl.C1(P(C2C=CC=CC=2)[C-]2C=CC=C2)C=CC=CC=1.[C-]1(P(C2C=CC=CC=2)C2C=CC=CC=2)C=CC=C1.[Fe+2]. The product is [CH2:8]([CH:10]([C:13]1[N:18]2[N:19]=[C:20]([CH3:23])[C:21]([C:2]3[S:6][CH:5]=[N:4][C:3]=3[CH3:7])=[C:17]2[N:16]=[C:15]([CH3:24])[CH:14]=1)[CH2:11][CH3:12])[CH3:9]. The yield is 0.790. (3) The reactants are [CH3:1][C:2]1[C:16](=[O:17])[N:15]=[C:14]2[N:4]([C@@H:5]3[O:9][C@H:8]([CH2:10][OH:11])[C@@H:7]([OH:12])[C@@H:6]3[O:13]2)[CH:3]=1.[CH3:18][O:19][CH2:20][CH2:21][O:22]B([O:22][CH2:21][CH2:20][O:19][CH3:18])[O:22][CH2:21][CH2:20][O:19][CH3:18]. The catalyst is COCCO. The product is [CH3:18][O:19][CH2:20][CH2:21][O:22][C@@H:6]1[C@H:7]([OH:12])[C@@H:8]([CH2:10][OH:11])[O:9][C@H:5]1[N:4]1[CH:3]=[C:2]([CH3:1])[C:16](=[O:17])[NH:15][C:14]1=[O:13]. The yield is 0.630.